This data is from TCR-epitope binding with 47,182 pairs between 192 epitopes and 23,139 TCRs. The task is: Binary Classification. Given a T-cell receptor sequence (or CDR3 region) and an epitope sequence, predict whether binding occurs between them. (1) The epitope is ISDYDYYRY. The TCR CDR3 sequence is CASSTTGTATDGYTF. Result: 0 (the TCR does not bind to the epitope). (2) The epitope is IVTDFSVIK. The TCR CDR3 sequence is CASSLISLGNTIYF. Result: 1 (the TCR binds to the epitope). (3) The epitope is SLYNTVATL. The TCR CDR3 sequence is CASSWDSVNTEAFF. Result: 1 (the TCR binds to the epitope). (4) The epitope is YVLDHLIVV. The TCR CDR3 sequence is CASSYPGITEAFF. Result: 0 (the TCR does not bind to the epitope). (5) The epitope is RAKFKQLL. The TCR CDR3 sequence is CASSLIPGPYNEQFF. Result: 1 (the TCR binds to the epitope). (6) The epitope is TPRVTGGGAM. The TCR CDR3 sequence is CASTLGSAGPQFNEQFF. Result: 1 (the TCR binds to the epitope). (7) The epitope is RLRAEAQVK. The TCR CDR3 sequence is CASSLLRTDTDTQYF. Result: 0 (the TCR does not bind to the epitope).